From a dataset of Reaction yield outcomes from USPTO patents with 853,638 reactions. Predict the reaction yield, written as a fraction of the theoretical maximum amount of product (1.0 means a 100% yield; for example, 0.34 means a 34% yield). (1) The reactants are OC1C=C2C(C[C@@H](C(=O)[NH:20][C@H:21]3[C:30]4[C:25](=[CH:26][CH:27]=[CH:28][CH:29]=4)[CH2:24][CH2:23][CH2:22]3)N(C(OC(C)(C)C)=O)C2)=CC=1.[CH2:32]([O:39][C:40]([N:42]1[CH2:46][C:45](=[O:47])[CH2:44][C@H:43]1[C:48]([OH:50])=O)=[O:41])[C:33]1[CH:38]=[CH:37][CH:36]=[CH:35][CH:34]=1.[C@H]1(N)C2C(=CC=CC=2)CCC1. No catalyst specified. The product is [O:47]=[C:45]1[CH2:46][N:42]([C:40]([O:39][CH2:32][C:33]2[CH:34]=[CH:35][CH:36]=[CH:37][CH:38]=2)=[O:41])[C@H:43]([C:48](=[O:50])[NH:20][C@H:21]2[C:30]3[C:25](=[CH:26][CH:27]=[CH:28][CH:29]=3)[CH2:24][CH2:23][CH2:22]2)[CH2:44]1. The yield is 1.00. (2) The reactants are [CH3:1][N:2]1[C:9](=O)[CH2:8][N:7]([CH2:11][C:12]2[CH:17]=[CH:16][CH:15]=[CH:14][CH:13]=2)[C:6](=O)[C:3]21[CH2:5][CH2:4]2.Cl.[OH-].[Na+]. The catalyst is C1COCC1. The product is [CH3:1][N:2]1[CH2:9][CH2:8][N:7]([CH2:11][C:12]2[CH:17]=[CH:16][CH:15]=[CH:14][CH:13]=2)[CH2:6][C:3]21[CH2:4][CH2:5]2. The yield is 0.940. (3) The reactants are [CH3:1][Si:2]([CH3:7])([CH3:6])[CH2:3][CH2:4][SH:5].CC1(C)C2C(=C(P(C3C=CC=CC=3)C3C=CC=CC=3)C=CC=2)OC2C(P(C3C=CC=CC=3)C3C=CC=CC=3)=CC=CC1=2.CCN(C(C)C)C(C)C.[C:59]([O:63][C:64]([N:66]1[CH2:70][CH2:69][C@@H:68]([C:71]2[CH:76]=[CH:75][C:74](Br)=[CH:73][CH:72]=2)[CH2:67]1)=[O:65])([CH3:62])([CH3:61])[CH3:60].OS([O-])(=O)=O.[K+].[O-]S([O-])(=O)=O.[Na+].[Na+]. The catalyst is O1CCOCC1.C1C=CC(/C=C/C(/C=C/C2C=CC=CC=2)=O)=CC=1.C1C=CC(/C=C/C(/C=C/C2C=CC=CC=2)=O)=CC=1.C1C=CC(/C=C/C(/C=C/C2C=CC=CC=2)=O)=CC=1.[Pd].[Pd]. The product is [C:59]([O:63][C:64]([N:66]1[CH2:70][CH2:69][C@@H:68]([C:71]2[CH:76]=[CH:75][C:74]([S:5][CH2:4][CH2:3][Si:2]([CH3:7])([CH3:6])[CH3:1])=[CH:73][CH:72]=2)[CH2:67]1)=[O:65])([CH3:62])([CH3:60])[CH3:61]. The yield is 1.00. (4) The reactants are CO.C([O:10][C:11]1[C:12]([CH3:32])=[C:13]([CH3:31])[C:14]([N:18]([C:25]2[CH:30]=[CH:29][CH:28]=[CH:27][CH:26]=2)[C:19]2[CH:24]=[CH:23][CH:22]=[CH:21][CH:20]=2)=[N:15][C:16]=1[CH3:17])C1C=CC=CC=1. The catalyst is [Pd].C1COCC1. The product is [C:19]1([N:18]([C:25]2[CH:30]=[CH:29][CH:28]=[CH:27][CH:26]=2)[C:14]2[N:15]=[C:16]([CH3:17])[C:11]([OH:10])=[C:12]([CH3:32])[C:13]=2[CH3:31])[CH:20]=[CH:21][CH:22]=[CH:23][CH:24]=1. The yield is 0.870. (5) The product is [F:29][C:30]([F:43])([F:42])[S:31]([O:13][C:12]1[C:6]2[O:5][C:4]([CH:1]3[CH2:3][CH2:2]3)=[N:8][C:7]=2[C:9]([C:22]#[N:23])=[C:10]([CH3:21])[C:11]=1[C:15]1[CH:20]=[CH:19][CH:18]=[CH:17][CH:16]=1)(=[O:33])=[O:32]. The yield is 0.430. The reactants are [CH:1]1([C:4]2[O:5][C:6]3[C:7](=[C:9]([C:22]#[N:23])[C:10]([CH3:21])=[C:11]([C:15]4[CH:20]=[CH:19][CH:18]=[CH:17][CH:16]=4)[C:12]=3[O:13]C)[N:8]=2)[CH2:3][CH2:2]1.C([O-])(=O)C.[Na+].[F:29][C:30]([F:43])([F:42])[S:31](O[S:31]([C:30]([F:43])([F:42])[F:29])(=[O:33])=[O:32])(=[O:33])=[O:32]. The catalyst is CC(N(C)C)=O.N1C=CC=CC=1.CN(C)C1C=CN=CC=1. (6) The reactants are [CH3:1][C@:2]1([N:10]2[C:19](=[O:20])[C:18]3[C:13](=[CH:14][CH:15]=[CH:16][C:17]=3[N+:21]([O-])=O)[N:12]=[C:11]2[CH3:24])[CH2:7][CH2:6][C:5](=[O:8])[NH:4][C:3]1=[O:9]. The catalyst is C(OCC)(=O)C.CO.[Pd].[O-2].[O-2].[Mn+4]. The product is [NH2:21][C:17]1[CH:16]=[CH:15][CH:14]=[C:13]2[C:18]=1[C:19](=[O:20])[N:10]([C@@:2]1([CH3:1])[CH2:7][CH2:6][C:5](=[O:8])[NH:4][C:3]1=[O:9])[C:11]([CH3:24])=[N:12]2. The yield is 0.370. (7) The reactants are [NH2:1][C:2]1[CH:3]=[CH:4][C:5]2[O:11][CH2:10][CH2:9][CH2:8][N:7]([C:12](=[O:14])[CH3:13])[C:6]=2[CH:15]=1.Cl[C:17]1[N:22]=[C:21]([NH:23][C:24]2[CH:33]=[CH:32][CH:31]=[CH:30][C:25]=2[C:26]([NH:28][CH3:29])=[O:27])[C:20]([Cl:34])=[CH:19][N:18]=1.C12(CS(O)(=O)=O)C(C)(C)C(CC1)CC2=O.C(=O)(O)[O-].[Na+].ClC1N=CC=CN=1. The catalyst is C(O)(C)C.O. The product is [C:12]([N:7]1[C:6]2[CH:15]=[C:2]([NH:1][C:17]3[N:22]=[C:21]([NH:23][C:24]4[CH:33]=[CH:32][CH:31]=[CH:30][C:25]=4[C:26]([NH:28][CH3:29])=[O:27])[C:20]([Cl:34])=[CH:19][N:18]=3)[CH:3]=[CH:4][C:5]=2[O:11][CH2:10][CH2:9][CH2:8]1)(=[O:14])[CH3:13]. The yield is 0.430.